Dataset: Peptide-MHC class I binding affinity with 185,985 pairs from IEDB/IMGT. Task: Regression. Given a peptide amino acid sequence and an MHC pseudo amino acid sequence, predict their binding affinity value. This is MHC class I binding data. (1) The peptide sequence is ISQISFLL. The MHC is H-2-Db with pseudo-sequence H-2-Db. The binding affinity (normalized) is 0. (2) The peptide sequence is FWMCSNGSL. The MHC is HLA-A26:01 with pseudo-sequence HLA-A26:01. The binding affinity (normalized) is 0. (3) The peptide sequence is DEFVADIPS. The MHC is HLA-A68:02 with pseudo-sequence HLA-A68:02. The binding affinity (normalized) is 0.0847. (4) The peptide sequence is FEEYKRSGIL. The MHC is HLA-B40:01 with pseudo-sequence HLA-B40:01. The binding affinity (normalized) is 0.729.